Regression. Given a peptide amino acid sequence and an MHC pseudo amino acid sequence, predict their binding affinity value. This is MHC class I binding data. From a dataset of Peptide-MHC class I binding affinity with 185,985 pairs from IEDB/IMGT. (1) The peptide sequence is FPTQADAIG. The MHC is HLA-A25:01 with pseudo-sequence HLA-A25:01. The binding affinity (normalized) is 0.0847. (2) The peptide sequence is NYSPNGNTNL. The MHC is H-2-Kd with pseudo-sequence H-2-Kd. The binding affinity (normalized) is 0.277. (3) The peptide sequence is ETPRCSQI. The MHC is Mamu-A01 with pseudo-sequence Mamu-A01. The binding affinity (normalized) is 0.294. (4) The binding affinity (normalized) is 1.00. The peptide sequence is ALFDRPAFK. The MHC is HLA-A30:01 with pseudo-sequence HLA-A30:01. (5) The MHC is HLA-B08:01 with pseudo-sequence HLA-B08:01. The binding affinity (normalized) is 0.0481. The peptide sequence is MHEDIISLW. (6) The peptide sequence is FREVWKQLF. The MHC is HLA-A01:01 with pseudo-sequence HLA-A01:01. The binding affinity (normalized) is 0.0847. (7) The peptide sequence is RSLFNTIAVLY. The MHC is HLA-A02:06 with pseudo-sequence HLA-A02:06. The binding affinity (normalized) is 0.398. (8) The peptide sequence is MGRDIKVQF. The MHC is HLA-B15:01 with pseudo-sequence HLA-B15:01. The binding affinity (normalized) is 0.297.